Dataset: Reaction yield outcomes from USPTO patents with 853,638 reactions. Task: Predict the reaction yield, written as a fraction of the theoretical maximum amount of product (1.0 means a 100% yield; for example, 0.34 means a 34% yield). (1) The reactants are [NH2:1][C:2]1[C:3]([OH:13])=[C:4]([S:9]([NH2:12])(=[O:11])=[O:10])[C:5]([Cl:8])=[CH:6][CH:7]=1.[CH:14]([N:17]=[C:18]=[O:19])([CH3:16])[CH3:15]. The catalyst is CN(C)C=O.C(OCC)(=O)C. The product is [NH2:12][S:9]([C:4]1[C:3]([OH:13])=[C:2]([NH:1][C:18]([NH:17][CH:14]([CH3:16])[CH3:15])=[O:19])[CH:7]=[CH:6][C:5]=1[Cl:8])(=[O:11])=[O:10]. The yield is 0.540. (2) The reactants are [CH3:16][C:11]1([CH3:17])[C:12]([CH3:15])([CH3:14])[O:13][B:9]([B:9]2[O:13][C:12]([CH3:15])([CH3:14])[C:11]([CH3:17])([CH3:16])[O:10]2)[O:10]1.[Cl:19][C:20]1[CH:25]=[CH:24][CH:23]=[C:22]([Cl:26])[C:21]=1[F:27]. The catalyst is CCCCCCC.CC(C1C=CC=C(C(C)C)C=1N=CC1C=CC=CN=1)C. The product is [Cl:19][C:20]1[CH:25]=[C:24]([B:9]2[O:10][C:11]([CH3:16])([CH3:17])[C:12]([CH3:14])([CH3:15])[O:13]2)[CH:23]=[C:22]([Cl:26])[C:21]=1[F:27]. The yield is 0.725. (3) The reactants are [CH3:1][N:2]1[CH2:7][CH2:6][C:5](=[O:8])[CH2:4][CH2:3]1.[N:9]1[CH:14]=[CH:13][C:12](C=O)=[CH:11][CH:10]=1.[OH-].[Na+]. The catalyst is [Cl-].C([N+](C)(C)C)CCCCCCCCCCCCCCC.[Cl-].[Na+].O. The product is [N:2]1[CH:3]=[CH:4][C:5](=[C:4]2[C:5](=[O:8])[C:6](=[C:12]3[CH:11]=[CH:10][N:9]=[CH:14][CH2:13]3)[CH2:7][N:2]([CH3:1])[CH2:3]2)[CH2:6][CH:7]=1. The yield is 0.840. (4) The reactants are Br[CH2:2][CH2:3][CH2:4][CH2:5][CH2:6]Br.[NH2:8][C@H:9]([C:11]([NH2:13])=[O:12])[CH3:10].[C:14](=O)([O-])[O-].[K+].[K+].Cl. The catalyst is CC#N.[I-].[K+]. The product is [N:8]1([C@@H:9]([CH3:10])[C:11]([NH2:13])=[O:12])[CH2:14][CH2:6][CH2:5][CH2:4][CH2:3][CH2:2]1. The yield is 0.730.